Dataset: Catalyst prediction with 721,799 reactions and 888 catalyst types from USPTO. Task: Predict which catalyst facilitates the given reaction. (1) Reactant: [CH3:13][C:12]([O:11][C:9](O[C:9]([O:11][C:12]([CH3:15])([CH3:14])[CH3:13])=[O:10])=[O:10])([CH3:15])[CH3:14].[CH2:16]([CH2:18][NH2:19])[OH:17]. Product: [OH:17][CH2:16][CH2:18][NH:19][C:9](=[O:10])[O:11][C:12]([CH3:13])([CH3:14])[CH3:15]. The catalyst class is: 4. (2) Reactant: [Cl:1][C:2]1[N:7]=[CH:6][C:5]([S:8](Cl)(=[O:10])=[O:9])=[CH:4][CH:3]=1.[CH2:12]([NH:14][CH2:15][CH3:16])[CH3:13].C(N(CC)CC)C. Product: [Cl:1][C:2]1[N:7]=[CH:6][C:5]([S:8]([N:14]([CH2:15][CH3:16])[CH2:12][CH3:13])(=[O:10])=[O:9])=[CH:4][CH:3]=1. The catalyst class is: 34. (3) Reactant: [Br:1][C:2]1[CH:7]=[CH:6][C:5]([C:8]2[CH:13]=[CH:12][C:11]([OH:14])=[CH:10][CH:9]=2)=[CH:4][CH:3]=1.C([O-])([O-])=O.[K+].[K+].Br[CH2:22][CH2:23][CH2:24][CH2:25][CH2:26][CH2:27][CH3:28]. Product: [Br:1][C:2]1[CH:3]=[CH:4][C:5]([C:8]2[CH:13]=[CH:12][C:11]([O:14][CH2:22][CH2:23][CH2:24][CH2:25][CH2:26][CH2:27][CH3:28])=[CH:10][CH:9]=2)=[CH:6][CH:7]=1. The catalyst class is: 215. (4) Reactant: [F:1][C:2]1[C:18]([N:19]2[C:24](=[O:25])[CH:23]=[C:22]([C:26]([F:29])([F:28])[F:27])[NH:21][C:20]2=[O:30])=[CH:17][C:5]2[N:6]([C:9]3[CH:14]=[CH:13][CH:12]=[CH:11][C:10]=3[O:15][CH3:16])[N:7]=[N:8][C:4]=2[CH:3]=1.[C:31](=O)([O-])[O-].[K+].[K+].COS(OC)(=O)=O.O. Product: [F:1][C:2]1[C:18]([N:19]2[C:24](=[O:25])[CH:23]=[C:22]([C:26]([F:27])([F:28])[F:29])[N:21]([CH3:31])[C:20]2=[O:30])=[CH:17][C:5]2[N:6]([C:9]3[CH:14]=[CH:13][CH:12]=[CH:11][C:10]=3[O:15][CH3:16])[N:7]=[N:8][C:4]=2[CH:3]=1. The catalyst class is: 7. (5) Reactant: [C:1]([O:5][C:6]([N:8]1[C@@H:12]2[O:13][N:14]([CH3:22])[C:15]3[C:20]([Cl:21])=[CH:19][CH:18]=[CH:17][C:16]=3[C@:11]2([O:23][C:24]([O:26][C:27]([CH3:30])([CH3:29])[CH3:28])=[O:25])[CH2:10][C@H:9]1[C:31]([OH:33])=[O:32])=[O:7])([CH3:4])([CH3:3])[CH3:2].[H][H]. Product: [Cl:21][C:20]1[C:15]2[N:14]([CH3:22])[O:13][CH:12]3[N:8]([C:6]([O:5][C:1]([CH3:4])([CH3:3])[CH3:2])=[O:7])[C@H:9]([C:31]([OH:33])=[O:32])[CH2:10][C@@:11]3([O:23][C:24]([O:26][C:27]([CH3:30])([CH3:29])[CH3:28])=[O:25])[C:16]=2[CH:17]=[CH:18][CH:19]=1. The catalyst class is: 78. (6) Reactant: [Br:1][C:2]1[C:7]([CH3:8])=[CH:6][CH:5]=[C:4](F)[N:3]=1.[N:10]1([C:16]([O:18][C:19]([CH3:22])([CH3:21])[CH3:20])=[O:17])[CH2:15][CH2:14][NH:13][CH2:12][CH2:11]1.CN1C(=O)CCC1.CCN(C(C)C)C(C)C. Product: [Br:1][C:2]1[N:3]=[C:4]([N:13]2[CH2:12][CH2:11][N:10]([C:16]([O:18][C:19]([CH3:22])([CH3:21])[CH3:20])=[O:17])[CH2:15][CH2:14]2)[CH:5]=[CH:6][C:7]=1[CH3:8]. The catalyst class is: 25. (7) Product: [Br:12][CH2:10][C:9]([C:3]1[CH:4]=[CH:5][C:6]([Cl:8])=[CH:7][C:2]=1[Cl:1])=[O:11]. Reactant: [Cl:1][C:2]1[CH:7]=[C:6]([Cl:8])[CH:5]=[CH:4][C:3]=1[C:9](=[O:11])[CH3:10].[Br:12]Br. The catalyst class is: 472. (8) Reactant: [Br:1][C:2]1[CH:3]=[N:4][C:5](Cl)=[N:6][CH:7]=1.Cl.[CH3:10][NH:11][CH3:12].C([O-])([O-])=O.[K+].[K+]. Product: [Br:1][C:2]1[CH:3]=[N:4][C:5]([N:11]([CH3:12])[CH3:10])=[N:6][CH:7]=1. The catalyst class is: 14. (9) Reactant: [CH2:1]1[O:9][C:8]2[CH:7]=[CH:6][C:5]([CH:10]3[C:14]4[NH:15][C:16]5[CH:17]=[CH:18][CH:19]=[CH:20][C:21]=5[C:22](=[O:23])[C:13]=4[CH2:12][NH:11]3)=[CH:4][C:3]=2[O:2]1.C(C/[C:28](=[CH:32]\[C:33]1[CH:38]=[CH:37][CH:36]=[CH:35][CH:34]=1)/[C:29]([OH:31])=O)(O)=O.C(N(CC)CC)C.ClCCl. Product: [CH3:3][O:2][C:1](=[O:9])[C:36]1[CH:35]=[CH:34][C:33](/[CH:32]=[CH:28]/[C:29](=[O:31])[N:11]2[CH2:12][C:13]3[C:22](=[O:23])[C:21]4[CH:20]=[CH:19][CH:18]=[CH:17][C:16]=4[NH:15][C:14]=3[CH:10]2[C:5]2[CH:6]=[CH:7][C:8]3[O:9][CH2:1][O:2][C:3]=3[CH:4]=2)=[CH:38][CH:37]=1. The catalyst class is: 1. (10) Reactant: [CH3:1][O:2][C:3]1[CH:8]=[CH:7][C:6](B(O)O)=[CH:5][CH:4]=1.Br[C:13]1[CH:14]=[C:15]([CH:17]=[CH:18][CH:19]=1)[NH2:16].C([O-])([O-])=O.[Na+].[Na+]. Product: [CH3:1][O:2][C:3]1[CH:8]=[CH:7][C:6]([C:13]2[CH:19]=[CH:18][CH:17]=[C:15]([NH2:16])[CH:14]=2)=[CH:5][CH:4]=1. The catalyst class is: 104.